Dataset: Forward reaction prediction with 1.9M reactions from USPTO patents (1976-2016). Task: Predict the product of the given reaction. (1) Given the reactants CN([CH:4]=[C:5]1[C:10](=[O:11])[CH2:9][CH:8]([C:12]2[CH:17]=[CH:16][C:15]([CH3:18])=[CH:14][CH:13]=2)[CH2:7][C:6]1=O)C.Cl.[NH2:21][C:22]([NH2:24])=[NH:23].C(=O)([O-])[O-].[Na+].[Na+].NC1N=CC2C(=O)CC(C3C=CC(Cl)=CC=3)CC=2N=1, predict the reaction product. The product is: [NH2:23][C:22]1[N:24]=[CH:4][C:5]2[C:10](=[O:11])[CH2:9][CH:8]([C:12]3[CH:17]=[CH:16][C:15]([CH3:18])=[CH:14][CH:13]=3)[CH2:7][C:6]=2[N:21]=1. (2) Given the reactants Br[CH2:2][C:3]1[C:26]([Cl:27])=[CH:25][C:6]2[C:7]([N:10]([C:18]([O:20][C:21]([CH3:24])([CH3:23])[CH3:22])=[O:19])[C:11](=[O:17])[O:12][C:13]([CH3:16])([CH3:15])[CH3:14])=[N:8][O:9][C:5]=2[CH:4]=1.C([O-])([O-])=O.[K+].[K+].[CH3:34][C:35]1([CH3:46])[CH2:44][CH2:43][C:42]2[C:37](=[CH:38][CH:39]=[C:40]([OH:45])[CH:41]=2)[O:36]1, predict the reaction product. The product is: [C:13]([O:12][C:11]([N:10]([C:7]1[C:6]2[CH:25]=[C:26]([Cl:27])[C:3]([CH2:2][O:45][C:40]3[CH:39]=[CH:38][C:37]4[O:36][C:35]([CH3:34])([CH3:46])[CH2:44][CH2:43][C:42]=4[CH:41]=3)=[CH:4][C:5]=2[O:9][N:8]=1)[C:18](=[O:19])[O:20][C:21]([CH3:24])([CH3:22])[CH3:23])=[O:17])([CH3:15])([CH3:16])[CH3:14]. (3) Given the reactants ClC1C=CC=C(C(OO)=[O:9])C=1.[CH3:12][O:13][C:14]1[C:33]([O:34][CH3:35])=[C:32]([O:36][CH3:37])[CH:31]=[C:30]([CH3:38])[C:15]=1[C:16]([C:18]1[C:23]([C:24]([F:27])([F:26])[F:25])=[CH:22][N:21]=[CH:20][C:19]=1[O:28][CH3:29])=[O:17], predict the reaction product. The product is: [CH3:12][O:13][C:14]1[C:33]([O:34][CH3:35])=[C:32]([O:36][CH3:37])[CH:31]=[C:30]([CH3:38])[C:15]=1[C:16]([C:18]1[C:23]([C:24]([F:27])([F:25])[F:26])=[CH:22][N+:21]([O-:9])=[CH:20][C:19]=1[O:28][CH3:29])=[O:17]. (4) Given the reactants Cl[C:2]1[CH:7]=[CH:6][C:5]([NH:8][C:9]([CH:11]2[C:20]3[C:15](=[CH:16][CH:17]=[CH:18][CH:19]=3)[CH2:14][CH:13](C(O)=O)[NH:12]2)=[O:10])=[CH:4][CH:3]=1.[S:24]1[CH2:28][CH2:27][N:26]([C:29](C2C=CC(N)=CC=2)=[O:30])[CH2:25]1.[CH2:38]([Cl:41])[CH2:39]Cl, predict the reaction product. The product is: [S:24]1[CH2:28][CH2:27][N:26]([C:29]([C:2]2[CH:3]=[CH:4][C:5]([NH:8][C:9]([CH:11]3[CH2:20][C:15]4[C:14](=[CH:19][CH:18]=[CH:17][CH:16]=4)[CH2:13][N:12]3[C:9]([NH:8][C:5]3[CH:6]=[CH:39][C:38]([Cl:41])=[CH:3][CH:4]=3)=[O:10])=[O:10])=[CH:6][CH:7]=2)=[O:30])[CH2:25]1. (5) Given the reactants [CH2:1]([O:3][C:4](=[O:19])/[C:5](/[O:16][CH2:17][CH3:18])=[CH:6]/[C:7]1[CH:8]=[C:9]2[C:13](=[CH:14][CH:15]=1)[NH:12][CH:11]=[CH:10]2)[CH3:2].[H][H], predict the reaction product. The product is: [CH2:1]([O:3][C:4](=[O:19])[CH:5]([O:16][CH2:17][CH3:18])[CH2:6][C:7]1[CH:8]=[C:9]2[C:13](=[CH:14][CH:15]=1)[NH:12][CH:11]=[CH:10]2)[CH3:2]. (6) Given the reactants C([O:3][C:4](=O)[CH2:5][C:6]1[N:7]([CH3:12])[N:8]=[C:9]([CH3:11])[CH:10]=1)C.O.[NH2:15][NH2:16], predict the reaction product. The product is: [CH3:12][N:7]1[C:6]([CH2:5][C:4]([NH:15][NH2:16])=[O:3])=[CH:10][C:9]([CH3:11])=[N:8]1. (7) Given the reactants [C:1]([O:5][C:6]([NH:8][C@@H:9]([CH2:13][C:14]1[CH:19]=[CH:18][C:17]([OH:20])=[CH:16][C:15]=1[F:21])[C:10]([OH:12])=O)=[O:7])([CH3:4])([CH3:3])[CH3:2].CCN=C=NCCCN(C)C.C1C=CC2N(O)N=NC=2C=1.CCN(C(C)C)C(C)C.[NH:52]1[CH2:59][CH2:58][CH2:57][C@H:53]1[C:54]([NH2:56])=[O:55], predict the reaction product. The product is: [C:1]([O:5][C:6](=[O:7])[NH:8][C@@H:9]([CH2:13][C:14]1[CH:19]=[CH:18][C:17]([OH:20])=[CH:16][C:15]=1[F:21])[C:10]([N:52]1[CH2:59][CH2:58][CH2:57][C@H:53]1[C:54](=[O:55])[NH2:56])=[O:12])([CH3:2])([CH3:3])[CH3:4]. (8) Given the reactants [C:1]([O:5][C:6](=[O:32])[N:7]([CH:9]1[CH2:14][CH2:13][CH:12]([NH:15][CH2:16][C:17]2[CH:22]=[C:21]([C:23]3[CH:24]=[N:25][C:26]([NH2:29])=[CH:27][CH:28]=3)[CH:20]=[CH:19][C:18]=2[O:30][CH3:31])[CH2:11][CH2:10]1)[CH3:8])([CH3:4])([CH3:3])[CH3:2].[Cl:33][C:34]1[C:35]2[C:45]([F:46])=[CH:44][CH:43]=[C:42]([F:47])[C:36]=2[S:37][C:38]=1[C:39](Cl)=[O:40], predict the reaction product. The product is: [C:1]([O:5][C:6](=[O:32])[N:7]([CH:9]1[CH2:10][CH2:11][CH:12]([N:15]([CH2:16][C:17]2[CH:22]=[C:21]([C:23]3[CH:24]=[N:25][C:26]([NH2:29])=[CH:27][CH:28]=3)[CH:20]=[CH:19][C:18]=2[O:30][CH3:31])[C:39]([C:38]2[S:37][C:36]3[C:42]([F:47])=[CH:43][CH:44]=[C:45]([F:46])[C:35]=3[C:34]=2[Cl:33])=[O:40])[CH2:13][CH2:14]1)[CH3:8])([CH3:4])([CH3:3])[CH3:2].